This data is from hERG Central: cardiac toxicity at 1µM, 10µM, and general inhibition. The task is: Predict hERG channel inhibition at various concentrations. (1) The drug is COc1ccc(C(=O)NC(C)c2ccc(-n3ccnc3)cc2)c(OC)c1. Results: hERG_inhib (hERG inhibition (general)): blocker. (2) The drug is CN(Cc1nccs1)C(=O)C1CCC(=O)N(CCc2ccc(Cl)cc2)C1. Results: hERG_inhib (hERG inhibition (general)): blocker. (3) The compound is O=C(CSc1nnc(COc2cccc3ccccc23)o1)N1CCN(C(=O)c2ccco2)CC1. Results: hERG_inhib (hERG inhibition (general)): blocker. (4) The drug is COc1ccc(CNC(=O)C(C)Sc2nc3ccccc3c(=O)n2CC2CCCO2)cc1. Results: hERG_inhib (hERG inhibition (general)): blocker. (5) The molecule is Cn1c(=O)[nH]c(=O)c2c1nc(N(CCO)Cc1ccccc1)n2CCCc1ccccc1. Results: hERG_inhib (hERG inhibition (general)): blocker. (6) The drug is CCn1c(COc2ccc(=O)n(-c3ccccc3)n2)nnc1SCc1ccc(C)cc1. Results: hERG_inhib (hERG inhibition (general)): blocker. (7) Results: hERG_inhib (hERG inhibition (general)): blocker. The drug is COc1ccc(/C=C2\NC(=S)N(CCCn3ccnc3)C2=O)cc1. (8) The compound is OC(CN1CCC(Cc2ccccc2)CC1)c1ccccc1. Results: hERG_inhib (hERG inhibition (general)): blocker. (9) The drug is CCC1CCCCN1CCCNC(=O)c1cn(C)c2ccc(S(=O)(=O)N(C)C3CCCCC3)cc2c1=O. Results: hERG_inhib (hERG inhibition (general)): blocker. (10) The compound is CC1CCN(CCCCOc2ccc(Cl)cc2)CC1.O=C(O)C(=O)O. Results: hERG_inhib (hERG inhibition (general)): blocker.